This data is from Catalyst prediction with 721,799 reactions and 888 catalyst types from USPTO. The task is: Predict which catalyst facilitates the given reaction. (1) Reactant: [CH2:1]([O:8][CH2:9][C@@H:10]([NH:13][C:14](=[O:20])[O:15][C:16]([CH3:19])([CH3:18])[CH3:17])[CH2:11]O)[C:2]1[CH:7]=[CH:6][CH:5]=[CH:4][CH:3]=1.CCN(C(C)C)C(C)C.CN(C=O)C.[N-:35]=[N+:36]=[N-:37].[Na+]. Product: [N:35]([CH2:11][C@H:10]([NH:13][C:14](=[O:20])[O:15][C:16]([CH3:19])([CH3:18])[CH3:17])[CH2:9][O:8][CH2:1][C:2]1[CH:7]=[CH:6][CH:5]=[CH:4][CH:3]=1)=[N+:36]=[N-:37]. The catalyst class is: 781. (2) Reactant: [F:1][C:2]1[CH:30]=[CH:29][CH:28]=[CH:27][C:3]=1[CH2:4][N:5]1[CH2:10][CH2:9][S:8][CH:7]([C:11]([NH:13][C:14]2[CH:15]=[C:16]3[C:20](=[CH:21][CH:22]=2)[NH:19][N:18]=[C:17]3[C:23]([O:25]C)=[O:24])=[O:12])[CH2:6]1.[Li+].[OH-].Cl. Product: [F:1][C:2]1[CH:30]=[CH:29][CH:28]=[CH:27][C:3]=1[CH2:4][N:5]1[CH2:10][CH2:9][S:8][CH:7]([C:11]([NH:13][C:14]2[CH:15]=[C:16]3[C:20](=[CH:21][CH:22]=2)[NH:19][N:18]=[C:17]3[C:23]([OH:25])=[O:24])=[O:12])[CH2:6]1. The catalyst class is: 1.